Task: Predict the product of the given reaction.. Dataset: Forward reaction prediction with 1.9M reactions from USPTO patents (1976-2016) (1) Given the reactants [Si:1]([O:18][CH2:19][C:20]1[C:21]([N:35]2[CH2:40][C@H:39]([CH3:41])[O:38][C@H:37]([CH3:42])[CH2:36]2)=[C:22]([F:34])[C:23]([F:33])=[C:24]([C:26](=O)[C:27]([O:29][CH2:30][CH3:31])=[O:28])[CH:25]=1)([C:14]([CH3:17])([CH3:16])[CH3:15])([C:8]1[CH:13]=[CH:12][CH:11]=[CH:10][CH:9]=1)[C:2]1[CH:7]=[CH:6][CH:5]=[CH:4][CH:3]=1.Cl.[NH2:44][OH:45], predict the reaction product. The product is: [Si:1]([O:18][CH2:19][C:20]1[C:21]([N:35]2[CH2:36][C@H:37]([CH3:42])[O:38][C@H:39]([CH3:41])[CH2:40]2)=[C:22]([F:34])[C:23]([F:33])=[C:24]([C:26](=[N:44][OH:45])[C:27]([O:29][CH2:30][CH3:31])=[O:28])[CH:25]=1)([C:14]([CH3:15])([CH3:16])[CH3:17])([C:8]1[CH:13]=[CH:12][CH:11]=[CH:10][CH:9]=1)[C:2]1[CH:7]=[CH:6][CH:5]=[CH:4][CH:3]=1. (2) Given the reactants [F:1][C:2]1([F:23])[CH2:13]C=C[CH2:10][C@@H:9](C)[C:8](=[O:15])[O:7][CH2:6][C@@H:5]([C:16]2[CH:21]=[CH:20][CH:19]=[CH:18][CH:17]=2)[NH:4][C:3]1=[O:22].[CH3:24][C:25]([OH:28])([CH3:27])C.C1C[O:32]CC1.O.C[N+]1([O-])CCOCC1.S([O-])([O-])=O.[Na+].[Na+], predict the reaction product. The product is: [F:1][C:2]1([F:23])[CH2:13][C@H:24]([OH:32])[C@@H:25]([OH:28])[CH2:27][C@@H:9]([CH3:10])[C:8](=[O:15])[O:7][CH2:6][C@@H:5]([C:16]2[CH:21]=[CH:20][CH:19]=[CH:18][CH:17]=2)[NH:4][C:3]1=[O:22].